From a dataset of CYP2C19 inhibition data for predicting drug metabolism from PubChem BioAssay. Regression/Classification. Given a drug SMILES string, predict its absorption, distribution, metabolism, or excretion properties. Task type varies by dataset: regression for continuous measurements (e.g., permeability, clearance, half-life) or binary classification for categorical outcomes (e.g., BBB penetration, CYP inhibition). Dataset: cyp2c19_veith. (1) The result is 0 (non-inhibitor). The drug is O=C(O)CONC(=O)c1cc(OCC(F)(F)F)ccc1OCC(F)(F)F. (2) The drug is CCCCCC[C@H]1C(=O)O[C@H](C)[C@H](NC(=O)c2cccc(NC=O)c2O)C(=O)O[C@@H](C)[C@H]1OC(=O)CC(C)C. The result is 0 (non-inhibitor). (3) The compound is CC(C)CO/N=C1/C[C@@H](O)[C@@H](O)[C@H]2[C@H]1CC[C@H]1C(=O)N(c3ccc(F)cc3F)C(=O)[C@H]21. The result is 0 (non-inhibitor). (4) The compound is Cc1noc2ncnc(Oc3ccc4ccccc4c3)c12. The result is 1 (inhibitor). (5) The drug is CC(=O)Nc1ccc(S(=O)(=O)NC(CC(=O)NCCC2=CCCCC2)C(C)C)cc1. The result is 1 (inhibitor).